From a dataset of Full USPTO retrosynthesis dataset with 1.9M reactions from patents (1976-2016). Predict the reactants needed to synthesize the given product. (1) Given the product [CH3:15][O:16][C:11](=[O:2])[CH2:10][C:7]1[CH:8]=[CH:9][C:4]([Br:3])=[CH:5][C:6]=1[F:13], predict the reactants needed to synthesize it. The reactants are: C[OH:2].[Br:3][C:4]1[CH:9]=[CH:8][C:7]([CH2:10][C:11]#N)=[C:6]([F:13])[CH:5]=1.O.[C:15]([O-])([O-])=[O:16].[Na+].[Na+]. (2) Given the product [C:27]([O:22][C:19]1[CH:20]=[CH:21][C:16]([O:15][CH2:8][C:9]2[CH:10]=[CH:11][CH:12]=[CH:13][CH:14]=2)=[CH:17][C:18]=1[O:23][CH:24]([CH3:26])[CH3:25])(=[O:34])[C:28]1[CH:33]=[CH:32][CH:31]=[CH:30][CH:29]=1, predict the reactants needed to synthesize it. The reactants are: C(N(CC)CC)C.[CH2:8]([O:15][C:16]1[CH:21]=[CH:20][C:19]([OH:22])=[C:18]([O:23][CH:24]([CH3:26])[CH3:25])[CH:17]=1)[C:9]1[CH:14]=[CH:13][CH:12]=[CH:11][CH:10]=1.[C:27](Cl)(=[O:34])[C:28]1[CH:33]=[CH:32][CH:31]=[CH:30][CH:29]=1.C1(C)C=CC=CC=1. (3) Given the product [C:1]([O:5][C:6](=[O:23])[C@@H:7]([NH:10][C:11](=[O:22])[C:12]1[CH:17]=[C:16]([Cl:18])[CH:15]=[CH:14][C:13]=1[NH2:19])[CH2:8][CH3:9])([CH3:2])([CH3:3])[CH3:4], predict the reactants needed to synthesize it. The reactants are: [C:1]([O:5][C:6](=[O:23])[C@@H:7]([NH:10][C:11](=[O:22])[C:12]1[CH:17]=[C:16]([Cl:18])[CH:15]=[CH:14][C:13]=1[N+:19]([O-])=O)[CH2:8][CH3:9])([CH3:4])([CH3:3])[CH3:2].O.O.[Sn](Cl)Cl. (4) Given the product [CH3:15][C@@H:16]1[CH2:17][N:18]([C:22]2[CH:23]=[CH:24][C:25]([S:28]([CH3:31])(=[O:30])=[O:29])=[CH:26][CH:27]=2)[CH2:19][CH2:20][N:21]1[C:2]1[N:7]=[C:6]([C:8]([O:10][C:11]([CH3:14])([CH3:13])[CH3:12])=[O:9])[CH:5]=[CH:4][N:3]=1, predict the reactants needed to synthesize it. The reactants are: Cl[C:2]1[N:7]=[C:6]([C:8]([O:10][C:11]([CH3:14])([CH3:13])[CH3:12])=[O:9])[CH:5]=[CH:4][N:3]=1.[CH3:15][C@H:16]1[NH:21][CH2:20][CH2:19][N:18]([C:22]2[CH:27]=[CH:26][C:25]([S:28]([CH3:31])(=[O:30])=[O:29])=[CH:24][CH:23]=2)[CH2:17]1.C(N(CC)C(C)C)(C)C. (5) Given the product [C:11]([C:9]1[CH:8]=[N:7][N:6]2[C:2]([C:19]3[CH:20]=[CH:21][C:16]([F:15])=[C:17]([C:31]4[CH:32]=[N:33][CH:34]=[CH:35][CH:36]=4)[CH:18]=3)=[CH:3][N:4]=[C:5]2[N:10]=1)([CH3:14])([CH3:13])[CH3:12], predict the reactants needed to synthesize it. The reactants are: Br[C:2]1[N:6]2[N:7]=[CH:8][C:9]([C:11]([CH3:14])([CH3:13])[CH3:12])=[N:10][C:5]2=[N:4][CH:3]=1.[F:15][C:16]1[CH:21]=[CH:20][C:19](B2OC(C)(C)C(C)(C)O2)=[CH:18][C:17]=1[C:31]1[CH:32]=[N:33][CH:34]=[CH:35][CH:36]=1. (6) Given the product [C:31]([O:30][C:29](=[O:35])[NH:28][CH2:25][C:26]#[C:27][C:11]1[C:12]([NH2:13])=[C:7]([O:6][C:5]2[CH:15]=[CH:16][C:2]([NH2:1])=[C:3]([Cl:17])[CH:4]=2)[N:8]=[CH:9][N:10]=1)([CH3:34])([CH3:33])[CH3:32], predict the reactants needed to synthesize it. The reactants are: [NH2:1][C:2]1[CH:16]=[CH:15][C:5]([O:6][C:7]2[C:12]([NH2:13])=[C:11](I)[N:10]=[CH:9][N:8]=2)=[CH:4][C:3]=1[Cl:17].C(N(CC)CC)C.[CH2:25]([NH:28][C:29](=[O:35])[O:30][C:31]([CH3:34])([CH3:33])[CH3:32])[C:26]#[CH:27].